The task is: Regression. Given two drug SMILES strings and cell line genomic features, predict the synergy score measuring deviation from expected non-interaction effect.. This data is from NCI-60 drug combinations with 297,098 pairs across 59 cell lines. (1) Drug 1: C1=CC(=CC=C1CCC2=CNC3=C2C(=O)NC(=N3)N)C(=O)NC(CCC(=O)O)C(=O)O. Drug 2: CN(C(=O)NC(C=O)C(C(C(CO)O)O)O)N=O. Cell line: NCI-H322M. Synergy scores: CSS=2.42, Synergy_ZIP=-2.41, Synergy_Bliss=-3.86, Synergy_Loewe=-32.7, Synergy_HSA=-3.37. (2) Drug 1: CN1CCC(CC1)COC2=C(C=C3C(=C2)N=CN=C3NC4=C(C=C(C=C4)Br)F)OC. Drug 2: C1=CC(=C2C(=C1NCCNCCO)C(=O)C3=C(C=CC(=C3C2=O)O)O)NCCNCCO. Cell line: EKVX. Synergy scores: CSS=54.5, Synergy_ZIP=11.2, Synergy_Bliss=9.57, Synergy_Loewe=12.3, Synergy_HSA=14.0. (3) Drug 1: CS(=O)(=O)C1=CC(=C(C=C1)C(=O)NC2=CC(=C(C=C2)Cl)C3=CC=CC=N3)Cl. Drug 2: C1=NC2=C(N1)C(=S)N=C(N2)N. Cell line: NCI/ADR-RES. Synergy scores: CSS=38.9, Synergy_ZIP=-4.95, Synergy_Bliss=-0.759, Synergy_Loewe=-11.6, Synergy_HSA=1.89. (4) Drug 1: CS(=O)(=O)CCNCC1=CC=C(O1)C2=CC3=C(C=C2)N=CN=C3NC4=CC(=C(C=C4)OCC5=CC(=CC=C5)F)Cl. Drug 2: C1C(C(OC1N2C=NC3=C2NC=NCC3O)CO)O. Cell line: NCI/ADR-RES. Synergy scores: CSS=5.84, Synergy_ZIP=-2.31, Synergy_Bliss=-4.42, Synergy_Loewe=-5.09, Synergy_HSA=-3.45.